This data is from Reaction yield outcomes from USPTO patents with 853,638 reactions. The task is: Predict the reaction yield, written as a fraction of the theoretical maximum amount of product (1.0 means a 100% yield; for example, 0.34 means a 34% yield). (1) The reactants are C[C:2]1[C:11]2[C:6](=[CH:7][CH:8]=[CH:9][CH:10]=2)[CH:5]=[CH:4][CH:3]=1.[N+:12]([O-])(O)=O.[OH2:16]. No catalyst specified. The product is [NH2:12][C:2]1[CH:3]=[CH:4][CH:5]=[C:6]2[C:11]=1[CH:10]=[C:9]([OH:16])[CH:8]=[CH:7]2. The yield is 0.430. (2) The reactants are COC1C=C(C=CC=1OC)C[NH:7][C:8]1[NH:9][C:10]([C:17]2[O:18][CH:19]=[CH:20][CH:21]=2)=[C:11]2[C:15]([N:16]=1)=[N:14][CH:13]=[N:12]2. The catalyst is O. The product is [O:18]1[CH:19]=[CH:20][CH:21]=[C:17]1[C:10]1[NH:9][C:8]([NH2:7])=[N:16][C:15]2[C:11]=1[N:12]=[CH:13][N:14]=2. The yield is 0.570.